Task: Predict which catalyst facilitates the given reaction.. Dataset: Catalyst prediction with 721,799 reactions and 888 catalyst types from USPTO Reactant: C([O:5][C:6](=[O:40])[CH2:7][O:8][C:9]1[CH:14]=[CH:13][C:12]([C@@H:15]2[C@@H:18]([S:19][CH2:20][C:21]([C:23]3[CH:31]=[CH:30][C:26]4[CH2:27][CH2:28][O:29][C:25]=4[CH:24]=3)=[O:22])[C:17](=[O:32])[N:16]2[C:33]2[CH:38]=[CH:37][C:36]([F:39])=[CH:35][CH:34]=2)=[CH:11][CH:10]=1)(C)(C)C. Product: [O:29]1[C:25]2[CH:24]=[C:23]([C:21](=[O:22])[CH2:20][S:19][C@H:18]3[C:17](=[O:32])[N:16]([C:33]4[CH:34]=[CH:35][C:36]([F:39])=[CH:37][CH:38]=4)[C@@H:15]3[C:12]3[CH:13]=[CH:14][C:9]([O:8][CH2:7][C:6]([OH:40])=[O:5])=[CH:10][CH:11]=3)[CH:31]=[CH:30][C:26]=2[CH2:27][CH2:28]1. The catalyst class is: 106.